Dataset: Full USPTO retrosynthesis dataset with 1.9M reactions from patents (1976-2016). Task: Predict the reactants needed to synthesize the given product. (1) The reactants are: C(N(CC)CC)C.[CH3:8][C:9]([N:14]1[C:19](=[O:20])[C:18]([C:21]2[CH:22]=[N:23][CH:24]=[N:25][CH:26]=2)=[C:17]([CH3:27])[O:16][CH2:15]1)([CH3:13])[C:10](Cl)=[O:11].[Cl:28][C:29]1[N:34]=[C:33]([NH2:35])[CH:32]=[CH:31][CH:30]=1.C(Cl)Cl. Given the product [Cl:28][C:29]1[N:34]=[C:33]([NH:35][C:10](=[O:11])[C:9]([CH3:13])([N:14]2[C:19](=[O:20])[C:18]([C:21]3[CH:22]=[N:23][CH:24]=[N:25][CH:26]=3)=[C:17]([CH3:27])[O:16][CH2:15]2)[CH3:8])[CH:32]=[CH:31][CH:30]=1, predict the reactants needed to synthesize it. (2) Given the product [ClH:24].[ClH:56].[ClH:1].[CH:34]1([NH:37][C:38]([C:40]2[C:48]3[CH:47]=[C:46]([C:49]4[C:54]([Br:55])=[CH:53][N:52]=[C:51]([NH:72][CH2:71][CH2:70][N:67]5[CH2:68][CH2:69][NH:64][CH2:65][CH2:66]5)[N:50]=4)[S:45][C:44]=3[CH:43]=[CH:42][CH:41]=2)=[O:39])[CH2:36][CH2:35]1, predict the reactants needed to synthesize it. The reactants are: [ClH:1].Cl.C1(NC(C2C3C=C(C4C([Cl:24])=CN=C(NCCC5CCNCC5)N=4)SC=3C=CC=2)=O)CC1.[CH:34]1([NH:37][C:38]([C:40]2[C:48]3[CH:47]=[C:46]([C:49]4[C:54]([Br:55])=[CH:53][N:52]=[C:51]([Cl:56])[N:50]=4)[S:45][C:44]=3[CH:43]=[CH:42][CH:41]=2)=[O:39])[CH2:36][CH2:35]1.C(OC([N:64]1[CH2:69][CH2:68][N:67]([CH2:70][CH2:71][NH2:72])[CH2:66][CH2:65]1)=O)(C)(C)C. (3) Given the product [F:1][C:2]1[CH:9]=[CH:8][C:5]([C:6]#[N:7])=[C:4]([B:16]2[O:20][C:19]([CH3:22])([CH3:21])[C:18]([CH3:24])([CH3:23])[O:17]2)[CH:3]=1, predict the reactants needed to synthesize it. The reactants are: [F:1][C:2]1[CH:9]=[CH:8][C:5]([C:6]#[N:7])=[C:4](Br)[CH:3]=1.C([O-])(=O)C.[K+].[B:16]1([B:16]2[O:20][C:19]([CH3:22])([CH3:21])[C:18]([CH3:24])([CH3:23])[O:17]2)[O:20][C:19]([CH3:22])([CH3:21])[C:18]([CH3:24])([CH3:23])[O:17]1. (4) Given the product [Br:1][C:2]1[CH:10]=[C:9]2[C:5]([C:6]([I:13])=[N:7][NH:8]2)=[CH:4][CH:3]=1, predict the reactants needed to synthesize it. The reactants are: [Br:1][C:2]1[CH:10]=[C:9]2[C:5]([CH:6]=[N:7][NH:8]2)=[CH:4][CH:3]=1.[OH-].[Na+].[I:13]I. (5) Given the product [CH2:21]([N:23]1[CH2:24][CH2:25][CH:1]([O:2][C:3](=[O:17])[C:4]([CH:11]2[CH2:16][CH2:15][CH2:14][CH2:13][CH2:12]2)([C:6]2[O:7][CH:8]=[CH:9][CH:10]=2)[OH:5])[CH2:27]1)[CH3:22], predict the reactants needed to synthesize it. The reactants are: [CH3:1][O:2][C:3](=[O:17])[C:4]([CH:11]1[CH2:16][CH2:15][CH2:14][CH2:13][CH2:12]1)([C:6]1[O:7][CH:8]=[CH:9][CH:10]=1)[OH:5].[OH-].[Na+].[Na].[CH2:21]([N:23]1[CH2:27]C[CH:25](O)[CH2:24]1)[CH3:22]. (6) Given the product [F:16][C:10]1[CH:9]=[C:8]([C:5]2[S:4][C:3]([CH:17]=[O:21])=[C:2]([C:27]3[CH:28]=[CH:29][C:24]([OH:23])=[CH:25][C:26]=3[CH3:33])[C:6]=2[CH3:7])[CH:13]=[CH:12][C:11]=1[OH:14], predict the reactants needed to synthesize it. The reactants are: Br[C:2]1[C:6]([CH3:7])=[C:5]([C:8]2[CH:13]=[CH:12][C:11]([O:14]C)=[C:10]([F:16])[CH:9]=2)[S:4][C:3]=1[CH:17]1[O:21]CCO1.C[O:23][C:24]1[CH:29]=[CH:28][C:27](B(O)O)=[C:26]([CH3:33])[CH:25]=1. (7) Given the product [CH2:47]([NH:46][C:45]([CH2:43][O:42][C:39]1[CH:40]=[CH:41][C:36]([CH2:35][C@H:31]([O:30][CH3:28])[C:32]([OH:34])=[O:33])=[CH:37][CH:38]=1)=[O:62])[CH2:48][CH2:49][CH2:50][CH2:51][CH3:52], predict the reactants needed to synthesize it. The reactants are: C(OC(=O)[C@@H](OC)CC1C=CC(OCC(O)=O)=CC=1)C.C(N)CCCCC.[CH2:28]([O:30][C@@H:31]([CH2:35][C:36]1[CH:41]=[CH:40][C:39]([O:42][C@@H:43]([C:45](=[O:62])[NH:46][CH2:47][CH2:48][C:49]2C=C[C:52](OC3C=CC=CC=3)=[CH:51][CH:50]=2)C)=[CH:38][CH:37]=1)[C:32]([OH:34])=[O:33])C. (8) Given the product [CH3:8][C:3]([CH3:9])([CH2:2][NH:1][S:18]([CH3:17])(=[O:20])=[O:19])[C:4]([O:6][CH3:7])=[O:5], predict the reactants needed to synthesize it. The reactants are: [NH2:1][CH2:2][C:3]([CH3:9])([CH3:8])[C:4]([O:6][CH3:7])=[O:5].CCN(CC)CC.[CH3:17][S:18](Cl)(=[O:20])=[O:19]. (9) The reactants are: C[O:2][C:3]1[CH:22]=[CH:21][C:6]([O:7][C:8]2[CH:13]=[CH:12][N:11]=[C:10]([NH:14][C:15]3[S:16][CH:17]=[C:18]([CH3:20])[N:19]=3)[CH:9]=2)=[CH:5][CH:4]=1.BrB(Br)Br.CC(=CC)C.C([O-])(O)=O.[Na+]. Given the product [CH3:20][C:18]1[N:19]=[C:15]([NH:14][C:10]2[CH:9]=[C:8]([O:7][C:6]3[CH:21]=[CH:22][C:3]([OH:2])=[CH:4][CH:5]=3)[CH:13]=[CH:12][N:11]=2)[S:16][CH:17]=1, predict the reactants needed to synthesize it. (10) Given the product [CH2:44]([O:43][C:41]([N:8]1[C:9]2[C:14](=[CH:13][C:12]([Cl:15])=[C:11]([Cl:16])[CH:10]=2)[N:5]([CH:4]([C:19]2[CH:24]=[C:23]([C:25]([F:28])([F:26])[F:27])[CH:22]=[C:21]([C:29]([F:30])([F:32])[F:31])[CH:20]=2)[C:3]([O:2][CH3:1])=[O:33])[CH2:6][CH:7]1[CH2:17][CH3:18])=[O:42])[CH3:45], predict the reactants needed to synthesize it. The reactants are: [CH3:1][O:2][C:3](=[O:33])[CH:4]([C:19]1[CH:24]=[C:23]([C:25]([F:28])([F:27])[F:26])[CH:22]=[C:21]([C:29]([F:32])([F:31])[F:30])[CH:20]=1)[N:5]1[C:14]2[C:9](=[CH:10][C:11]([Cl:16])=[C:12]([Cl:15])[CH:13]=2)[NH:8][CH:7]([CH2:17][CH3:18])[CH2:6]1.N1C=CC=CC=1.Cl[C:41]([O:43][CH2:44][CH3:45])=[O:42].